Dataset: NCI-60 drug combinations with 297,098 pairs across 59 cell lines. Task: Regression. Given two drug SMILES strings and cell line genomic features, predict the synergy score measuring deviation from expected non-interaction effect. (1) Drug 1: CCC1(CC2CC(C3=C(CCN(C2)C1)C4=CC=CC=C4N3)(C5=C(C=C6C(=C5)C78CCN9C7C(C=CC9)(C(C(C8N6C=O)(C(=O)OC)O)OC(=O)C)CC)OC)C(=O)OC)O.OS(=O)(=O)O. Drug 2: C(CCl)NC(=O)N(CCCl)N=O. Cell line: SK-OV-3. Synergy scores: CSS=2.62, Synergy_ZIP=-0.794, Synergy_Bliss=-2.11, Synergy_Loewe=-18.2, Synergy_HSA=-4.29. (2) Synergy scores: CSS=4.95, Synergy_ZIP=-5.61, Synergy_Bliss=-5.85, Synergy_Loewe=-20.9, Synergy_HSA=-6.12. Drug 1: CC1CCC2CC(C(=CC=CC=CC(CC(C(=O)C(C(C(=CC(C(=O)CC(OC(=O)C3CCCCN3C(=O)C(=O)C1(O2)O)C(C)CC4CCC(C(C4)OC)O)C)C)O)OC)C)C)C)OC. Drug 2: COC1=C2C(=CC3=C1OC=C3)C=CC(=O)O2. Cell line: TK-10. (3) Drug 1: C#CCC(CC1=CN=C2C(=N1)C(=NC(=N2)N)N)C3=CC=C(C=C3)C(=O)NC(CCC(=O)O)C(=O)O. Drug 2: CC12CCC3C(C1CCC2OP(=O)(O)O)CCC4=C3C=CC(=C4)OC(=O)N(CCCl)CCCl.[Na+]. Cell line: NCI-H522. Synergy scores: CSS=11.6, Synergy_ZIP=1.51, Synergy_Bliss=4.48, Synergy_Loewe=2.21, Synergy_HSA=2.49. (4) Drug 1: CCC(=C(C1=CC=CC=C1)C2=CC=C(C=C2)OCCN(C)C)C3=CC=CC=C3.C(C(=O)O)C(CC(=O)O)(C(=O)O)O. Drug 2: B(C(CC(C)C)NC(=O)C(CC1=CC=CC=C1)NC(=O)C2=NC=CN=C2)(O)O. Cell line: 786-0. Synergy scores: CSS=71.2, Synergy_ZIP=8.90, Synergy_Bliss=10.4, Synergy_Loewe=-7.88, Synergy_HSA=10.1. (5) Drug 1: CC1CCC2CC(C(=CC=CC=CC(CC(C(=O)C(C(C(=CC(C(=O)CC(OC(=O)C3CCCCN3C(=O)C(=O)C1(O2)O)C(C)CC4CCC(C(C4)OC)OCCO)C)C)O)OC)C)C)C)OC. Drug 2: C1CNP(=O)(OC1)N(CCCl)CCCl. Cell line: SW-620. Synergy scores: CSS=-2.15, Synergy_ZIP=1.25, Synergy_Bliss=0.817, Synergy_Loewe=-2.35, Synergy_HSA=-2.40. (6) Drug 1: C1=C(C(=O)NC(=O)N1)N(CCCl)CCCl. Drug 2: CC12CCC3C(C1CCC2O)C(CC4=C3C=CC(=C4)O)CCCCCCCCCS(=O)CCCC(C(F)(F)F)(F)F. Cell line: UACC62. Synergy scores: CSS=17.6, Synergy_ZIP=-10.0, Synergy_Bliss=-7.31, Synergy_Loewe=-5.08, Synergy_HSA=-5.74.